Dataset: NCI-60 drug combinations with 297,098 pairs across 59 cell lines. Task: Regression. Given two drug SMILES strings and cell line genomic features, predict the synergy score measuring deviation from expected non-interaction effect. (1) Drug 1: CC1=C(C(CCC1)(C)C)C=CC(=CC=CC(=CC(=O)O)C)C. Drug 2: C1C(C(OC1N2C=NC3=C2NC=NCC3O)CO)O. Cell line: SK-OV-3. Synergy scores: CSS=-0.609, Synergy_ZIP=0.329, Synergy_Bliss=1.79, Synergy_Loewe=0.479, Synergy_HSA=0.255. (2) Drug 1: C1CN1C2=NC(=NC(=N2)N3CC3)N4CC4. Drug 2: C1=CC(=CC=C1CC(C(=O)O)N)N(CCCl)CCCl.Cl. Cell line: HOP-62. Synergy scores: CSS=53.5, Synergy_ZIP=0.446, Synergy_Bliss=0.799, Synergy_Loewe=-8.08, Synergy_HSA=3.99. (3) Drug 1: CN1CCC(CC1)COC2=C(C=C3C(=C2)N=CN=C3NC4=C(C=C(C=C4)Br)F)OC. Drug 2: CS(=O)(=O)OCCCCOS(=O)(=O)C. Cell line: TK-10. Synergy scores: CSS=20.7, Synergy_ZIP=-8.66, Synergy_Bliss=2.35, Synergy_Loewe=-14.5, Synergy_HSA=0.766. (4) Drug 1: CC1=C2C(C(=O)C3(C(CC4C(C3C(C(C2(C)C)(CC1OC(=O)C(C(C5=CC=CC=C5)NC(=O)OC(C)(C)C)O)O)OC(=O)C6=CC=CC=C6)(CO4)OC(=O)C)O)C)O. Drug 2: C1CCC(C(C1)N)N.C(=O)(C(=O)[O-])[O-].[Pt+4]. Cell line: MALME-3M. Synergy scores: CSS=17.3, Synergy_ZIP=-5.40, Synergy_Bliss=-1.65, Synergy_Loewe=-3.89, Synergy_HSA=0.294. (5) Drug 1: CC1=CC=C(C=C1)C2=CC(=NN2C3=CC=C(C=C3)S(=O)(=O)N)C(F)(F)F. Drug 2: CC=C1C(=O)NC(C(=O)OC2CC(=O)NC(C(=O)NC(CSSCCC=C2)C(=O)N1)C(C)C)C(C)C. Cell line: T-47D. Synergy scores: CSS=12.2, Synergy_ZIP=-2.14, Synergy_Bliss=-0.212, Synergy_Loewe=-22.5, Synergy_HSA=1.61. (6) Drug 1: C1CN(CCN1C(=O)CCBr)C(=O)CCBr. Drug 2: COCCOC1=C(C=C2C(=C1)C(=NC=N2)NC3=CC=CC(=C3)C#C)OCCOC.Cl. Cell line: MCF7. Synergy scores: CSS=14.7, Synergy_ZIP=-2.33, Synergy_Bliss=3.83, Synergy_Loewe=0.795, Synergy_HSA=0.726. (7) Drug 1: CC1=C(C=C(C=C1)C(=O)NC2=CC(=CC(=C2)C(F)(F)F)N3C=C(N=C3)C)NC4=NC=CC(=N4)C5=CN=CC=C5. Drug 2: C#CCC(CC1=CN=C2C(=N1)C(=NC(=N2)N)N)C3=CC=C(C=C3)C(=O)NC(CCC(=O)O)C(=O)O. Cell line: UACC-257. Synergy scores: CSS=60.1, Synergy_ZIP=4.62, Synergy_Bliss=-0.726, Synergy_Loewe=-0.722, Synergy_HSA=-0.688. (8) Drug 1: CCN(CC)CCNC(=O)C1=C(NC(=C1C)C=C2C3=C(C=CC(=C3)F)NC2=O)C. Drug 2: C1CN(CCN1C(=O)CCBr)C(=O)CCBr. Cell line: A498. Synergy scores: CSS=4.82, Synergy_ZIP=-2.41, Synergy_Bliss=1.41, Synergy_Loewe=0.807, Synergy_HSA=1.21.